This data is from Forward reaction prediction with 1.9M reactions from USPTO patents (1976-2016). The task is: Predict the product of the given reaction. Given the reactants [C:1]([C:4]([CH3:45])([CH3:44])[CH2:5][O:6][C:7]([N:9]1[CH2:13][C@@H:12]([N:14]([CH2:27][C:28]2[CH:33]=[C:32]([C:34]([F:37])([F:36])[F:35])[CH:31]=[C:30]([C:38]([F:41])([F:40])[F:39])[CH:29]=2)[C:15]2[N:20]=[CH:19][C:18]([C:21]3[CH:22]=[N:23][N:24]([CH3:26])[CH:25]=3)=[CH:17][N:16]=2)[CH2:11][C@H:10]1[CH2:42][CH3:43])=[O:8])(O)=[O:2].[Cl-].[NH4+].Cl.C1C=[N:53]C2N(O)N=NC=2C=1.C(N(CC)CC)C, predict the reaction product. The product is: [C:1]([C:4]([CH3:45])([CH3:44])[CH2:5][O:6][C:7]([N:9]1[CH2:13][C@@H:12]([N:14]([CH2:27][C:28]2[CH:29]=[C:30]([C:38]([F:41])([F:39])[F:40])[CH:31]=[C:32]([C:34]([F:36])([F:35])[F:37])[CH:33]=2)[C:15]2[N:20]=[CH:19][C:18]([C:21]3[CH:22]=[N:23][N:24]([CH3:26])[CH:25]=3)=[CH:17][N:16]=2)[CH2:11][C@H:10]1[CH2:42][CH3:43])=[O:8])(=[O:2])[NH2:53].